The task is: Predict the reactants needed to synthesize the given product.. This data is from Full USPTO retrosynthesis dataset with 1.9M reactions from patents (1976-2016). (1) The reactants are: O[CH:2]([C:16]1[CH:21]=[CH:20][CH:19]=[CH:18][C:17]=1[S:22]([N:25]1[CH2:29][CH2:28][CH2:27][CH2:26]1)(=[O:24])=[O:23])[C:3]1[C:11]2[C:10](=[O:12])[CH2:9][C:8]([CH3:14])([CH3:13])[CH2:7][C:6]=2[NH:5][C:4]=1[CH3:15].FC(F)(F)S(O[Si](C)(C)C)(=O)=O.C([SiH](CC)CC)C.C(=O)(O)[O-].[Na+]. Given the product [CH3:15][C:4]1[NH:5][C:6]2[CH2:7][C:8]([CH3:14])([CH3:13])[CH2:9][C:10](=[O:12])[C:11]=2[C:3]=1[CH2:2][C:16]1[CH:21]=[CH:20][CH:19]=[CH:18][C:17]=1[S:22]([N:25]1[CH2:26][CH2:27][CH2:28][CH2:29]1)(=[O:24])=[O:23], predict the reactants needed to synthesize it. (2) Given the product [Cl:1][C:2]1[N:3]=[N:4][C:5]([NH:9][NH2:10])=[CH:6][CH:7]=1, predict the reactants needed to synthesize it. The reactants are: [Cl:1][C:2]1[N:3]=[N:4][C:5](Cl)=[CH:6][CH:7]=1.[NH2:9][NH2:10].CCN(CC)CC.